From a dataset of Experimentally validated miRNA-target interactions with 360,000+ pairs, plus equal number of negative samples. Binary Classification. Given a miRNA mature sequence and a target amino acid sequence, predict their likelihood of interaction. (1) The miRNA is hsa-miR-93-5p with sequence CAAAGUGCUGUUCGUGCAGGUAG. The protein sequence of the target gene is MIWKRSAVLRFYSVCGLLLQGSQGQFPLTQNVTVVEGGTAILTCRVDQNDNTSLQWSNPAQQTLYFDDKKALRDNRIELVRASWHELSISVSDVSLSDEGQYTCSLFTMPVKTSKAYLTVLGVPEKPQISGFSSPVMEGDLMQLTCKTSGSKPAADIRWFKNDKEIKDVKYLKEEDANRKTFTVSSTLDFRVDRSDDGVAVICRVDHESLNATPQVAMQVLEIHYTPSVKIIPSTPFPQEGQPLILTCESKGKPLPEPVLWTKDGGELPDPDRMVVSGRELNILFLNKTDNGTYRCEATN.... Result: 1 (interaction). (2) The miRNA is mmu-miR-200a-3p with sequence UAACACUGUCUGGUAACGAUGU. The protein sequence of the target gene is MWLLPALLLLCLSGCLSLKGPGSVTGTAGDSLTVWCQYESMYKGYNKYWCRGQYDTSCESIVETKGEEKVERNGRVSIRDHPEALAFTVTMQNLNEDDAGSYWCKIQTVWVLDSWSRDPSDLVRVYVSPAITTPRRTTHPATPPIFLVVNPGRNLSTGEVLTQNSGFRLSSPHFLLVVLLKLPLLLSMLGAVFWVNRPQWAPPGR. Result: 0 (no interaction). (3) The miRNA is hsa-miR-1264 with sequence CAAGUCUUAUUUGAGCACCUGUU. The protein sequence of the target gene is MMQESGTETKSNGSAIQNGSGGSNHLLECGGLREGRSNGETPAVDIGAADLAHAQQQQQQALQVARQLLLQQQQQQQVSGLKSPKRNDKQPALQVPVSVAMMTPQVITPQQMQQILQQQVLSPQQLQVLLQQQQALMLQQQQLQEFYKKQQEQLQLQLLQQQHAGKQPKEQQQVATQQLAFQQQLLQMQQLQQQHLLSLQRQGLLTIQPGQPALPLQPLAQGMIPTELQQLWKEVTSAHTAEETTGNNHSSLDLTTTCVSSSAPSKTSLIMNPHASTNGQLSVHTPKRESLSHEEHPHSH.... Result: 1 (interaction). (4) The miRNA is hsa-miR-625-3p with sequence GACUAUAGAACUUUCCCCCUCA. Result: 0 (no interaction). The protein sequence of the target gene is MKLWVSALLMAWFGVLSCVQAEFFTSIGHMTDLIYAEKELVQSLKEYILVEEAKLSKIKSWANKMEALTSKSAADAEGYLAHPVNAYKLVKRLNTDWPALEDLVLQDSAAGFIANLSVQRQFFPTDEDEIGAAKALMRLQDTYRLDPGTISRGELPGTKYQAMLSVDDCFGMGRSAYNEGDYYHTVLWMEQVLKQLDAGEEATTTKSQVLDYLSYAVFQLGDLHRALELTRRLLSLDPSHERAGGNLRYFEQLLEEEREKTLTNQTEAELATPEGIYERPVDYLPERDVYESLCRGEGVK....